This data is from Peptide-MHC class II binding affinity with 134,281 pairs from IEDB. The task is: Regression. Given a peptide amino acid sequence and an MHC pseudo amino acid sequence, predict their binding affinity value. This is MHC class II binding data. The peptide sequence is VALDYPSGTSGSPIV. The MHC is DRB1_0801 with pseudo-sequence DRB1_0801. The binding affinity (normalized) is 0.294.